Dataset: Retrosynthesis with 50K atom-mapped reactions and 10 reaction types from USPTO. Task: Predict the reactants needed to synthesize the given product. (1) Given the product N#CCc1cc(-c2cn(-c3ccccc3Cl)c(=O)c3c(N)n[nH]c23)cs1, predict the reactants needed to synthesize it. The reactants are: CC1(C)OB(c2csc(CC#N)c2)OC1(C)C.Nc1n[nH]c2c(Br)cn(-c3ccccc3Cl)c(=O)c12. (2) Given the product C[C@H](Nc1c(F)cc(N)c(Nc2cc(C3CC3)[nH]n2)c1F)c1ccc(F)cc1, predict the reactants needed to synthesize it. The reactants are: C[C@H](Nc1c(F)cc([N+](=O)[O-])c(Nc2cc(C3CC3)[nH]n2)c1F)c1ccc(F)cc1. (3) Given the product COC(=O)c1nc(C)sc1-c1cccc(NC(C)=O)c1, predict the reactants needed to synthesize it. The reactants are: CC(=O)OC(C)=O.COC(=O)c1nc(C)sc1-c1cccc(N)c1. (4) Given the product CS(=O)(=O)N1CCOCC1, predict the reactants needed to synthesize it. The reactants are: C1COCCN1.CS(=O)(=O)Cl. (5) Given the product FC(F)CN(Cc1ccc(Cl)nc1)C1=CC(=S)OC1, predict the reactants needed to synthesize it. The reactants are: FC(F)CNCc1ccc(Cl)nc1.OC1=CC(=S)OC1. (6) The reactants are: CCOC(=O)c1cccc(CCc2cncc3ccccc23)c1. Given the product O=C(O)c1cccc(CCc2cncc3ccccc23)c1, predict the reactants needed to synthesize it. (7) Given the product COC(=O)c1cc2cc(OC)c(OC)cc2c(-c2ccnc(N3C(=O)CCc4ccccc43)c2)c1C(=O)OC, predict the reactants needed to synthesize it. The reactants are: COC(=O)c1cc2cc(OC)c(OC)cc2c(-c2ccnc(Br)c2)c1C(=O)OC.O=C1CCc2ccccc2N1. (8) Given the product O=C(O)C[C@@H]1Cc2ccc(OCCCNc3ccccn3)cc2CN(Cc2ccc(F)c(F)c2F)C1=O, predict the reactants needed to synthesize it. The reactants are: COC(=O)C[C@@H]1Cc2ccc(OCCCNc3ccccn3)cc2CN(Cc2ccc(F)c(F)c2F)C1=O. (9) Given the product C=CCNc1nc(NC(C)(C)C)c2scc(CC)c2n1, predict the reactants needed to synthesize it. The reactants are: C=CCN.CCc1csc2c(NC(C)(C)C)nc(Cl)nc12.